The task is: Predict the product of the given reaction.. This data is from Forward reaction prediction with 1.9M reactions from USPTO patents (1976-2016). (1) Given the reactants [O-]P([O-])([O-])=O.[K+].[K+].[K+].[CH:9]1([NH:12][C:13](=[O:22])[C:14]2[CH:19]=[CH:18][C:17]([CH3:20])=[C:16]([OH:21])[CH:15]=2)[CH2:11][CH2:10]1.C(P(C(C)(C)C)C1C=CC=CC=1C1C(CCC)=CC(CCC)=CC=1CCC)(C)(C)C.Cl[C:54]1[C:55]2[CH:64]=[N:63][N:62]([C:65]3[CH:70]=[CH:69][CH:68]=[C:67]([F:71])[CH:66]=3)[C:56]=2[N:57]([CH3:61])[C:58](=[O:60])[CH:59]=1, predict the reaction product. The product is: [CH:9]1([NH:12][C:13](=[O:22])[C:14]2[CH:19]=[CH:18][C:17]([CH3:20])=[C:16]([O:21][C:54]3[C:55]4[CH:64]=[N:63][N:62]([C:65]5[CH:70]=[CH:69][CH:68]=[C:67]([F:71])[CH:66]=5)[C:56]=4[N:57]([CH3:61])[C:58](=[O:60])[CH:59]=3)[CH:15]=2)[CH2:10][CH2:11]1. (2) The product is: [CH3:30][CH:2]([CH3:1])[C@H:3]([C:24]1[CH:29]=[CH:28][CH:27]=[CH:26][N:25]=1)[C:4]([NH:6][C@@H:7]1[CH:15]2[C:16](=[O:23])[CH2:17][C@H:18]([C:20]([NH:37][CH2:36][C:34]3[N:33]=[N:32][NH:31][CH:35]=3)=[O:21])[CH2:19][N:13]3[C:14]2=[C:10]([CH:11]=[CH:12]3)[CH2:9][CH2:8]1)=[O:5]. Given the reactants [CH3:1][CH:2]([CH3:30])[C@H:3]([C:24]1[CH:29]=[CH:28][CH:27]=[CH:26][N:25]=1)[C:4]([NH:6][C@@H:7]1[CH:15]2[C:16](=[O:23])[CH2:17][C@H:18]([C:20](O)=[O:21])[CH2:19][N:13]3[C:14]2=[C:10]([CH:11]=[CH:12]3)[CH2:9][CH2:8]1)=[O:5].[NH:31]1[CH:35]=[C:34]([CH2:36][NH2:37])[N:33]=[N:32]1, predict the reaction product. (3) Given the reactants [OH:1][CH2:2][CH:3]1[NH:8][CH2:7][CH2:6][N:5]([C:9]([O:11][C:12]([CH3:15])([CH3:14])[CH3:13])=[O:10])[CH2:4]1.[CH2:16]([C:18]1[CH:23]=[CH:22][CH:21]=[CH:20][C:19]=1[N:24]=[C:25]=[O:26])[CH3:17], predict the reaction product. The product is: [CH2:16]([C:18]1[CH:23]=[CH:22][CH:21]=[CH:20][C:19]=1[NH:24][C:25]([N:8]1[CH2:7][CH2:6][N:5]([C:9]([O:11][C:12]([CH3:15])([CH3:14])[CH3:13])=[O:10])[CH2:4][CH:3]1[CH2:2][OH:1])=[O:26])[CH3:17].